Dataset: Forward reaction prediction with 1.9M reactions from USPTO patents (1976-2016). Task: Predict the product of the given reaction. (1) Given the reactants [Cl:1][C:2]1[CH:7]=[CH:6][C:5]([C:8]2[CH:13]=[C:12]([C:14]([F:17])([F:16])[F:15])[N:11]3[N:18]=[CH:19][C:20]([C:21]#[CH:22])=[C:10]3[N:9]=2)=[CH:4][CH:3]=1.Br[C:24]1[CH:29]=[CH:28][C:27]([S:30]([NH2:33])(=[O:32])=[O:31])=[CH:26][CH:25]=1, predict the reaction product. The product is: [Cl:1][C:2]1[CH:7]=[CH:6][C:5]([C:8]2[CH:13]=[C:12]([C:14]([F:15])([F:17])[F:16])[N:11]3[N:18]=[CH:19][C:20]([C:21]#[C:22][C:25]4[CH:26]=[C:27]([S:30]([NH2:33])(=[O:32])=[O:31])[CH:28]=[CH:29][CH:24]=4)=[C:10]3[N:9]=2)=[CH:4][CH:3]=1. (2) Given the reactants [CH3:1][S:2][C:3]1[CH:10]=[CH:9][CH:8]=[CH:7][C:4]=1[CH:5]=[O:6].C(OCC)(=[O:13])C, predict the reaction product. The product is: [CH3:1][S:2]([C:3]1[CH:10]=[CH:9][CH:8]=[CH:7][C:4]=1[CH:5]=[O:6])=[O:13]. (3) Given the reactants C([N:8]1[CH2:17][CH2:16][C@H:15]2[C@H:10]([CH2:11][CH2:12][C:13](=[O:18])[CH2:14]2)[CH2:9]1)C1C=CC=CC=1.[C:27](O[C:27]([O:29][C:30]([CH3:33])([CH3:32])[CH3:31])=[O:28])([O:29][C:30]([CH3:33])([CH3:32])[CH3:31])=[O:28], predict the reaction product. The product is: [O:18]=[C:13]1[CH2:12][CH2:11][C@H:10]2[C@H:15]([CH2:16][CH2:17][N:8]([C:27]([O:29][C:30]([CH3:31])([CH3:32])[CH3:33])=[O:28])[CH2:9]2)[CH2:14]1. (4) Given the reactants [C:1]([NH:8][C:9](=[NH:18])[NH:10][C:11]([O:13][C:14]([CH3:17])([CH3:16])[CH3:15])=[O:12])([O:3][C:4]([CH3:7])([CH3:6])[CH3:5])=[O:2].[C:19]1(P([C:19]2[CH:24]=[CH:23]C=[CH:21][CH:20]=2)[C:19]2[CH:24]=[CH:23]C=[CH:21][CH:20]=2)[CH:24]=[CH:23]C=[CH:21][CH:20]=1.[CH2:38]([O:45][C:46]1[CH:51]=[CH:50][C:49]([C:52]2[CH:56]=[C:55]([CH2:57]O)[O:54][N:53]=2)=[CH:48][CH:47]=1)[C:39]1[CH:44]=[CH:43][CH:42]=[CH:41][CH:40]=1.N(C(OC(C)C)=O)=NC(OC(C)C)=O.[CH2:73]1[CH2:77][O:76][CH2:75][CH2:74]1, predict the reaction product. The product is: [CH2:77]([O:76][C:75]1[CH:74]=[CH:46][CH:47]=[CH:48][C:49]=1[C:52]1[CH:56]=[C:55]([CH2:57][N:8]([C:1]([O:3][C:4]([CH3:7])([CH3:6])[CH3:5])=[O:2])[C:9]([NH:10][C:11]([O:13][C:14]([CH3:17])([CH3:16])[CH3:15])=[O:12])=[NH:18])[O:54][N:53]=1)[C:73]1[CH:23]=[CH:24][CH:19]=[CH:20][CH:21]=1.[CH2:38]([O:45][C:46]1[CH:51]=[CH:50][C:49]([C:52]2[CH:56]=[C:55]([CH2:57][N:8]([C:1]([O:3][C:4]([CH3:7])([CH3:6])[CH3:5])=[O:2])[C:9]([NH:10][C:11]([O:13][C:14]([CH3:17])([CH3:16])[CH3:15])=[O:12])=[NH:18])[O:54][N:53]=2)=[CH:48][CH:47]=1)[C:39]1[CH:40]=[CH:41][CH:42]=[CH:43][CH:44]=1. (5) Given the reactants [CH3:1][O:2][CH:3]([O:13][CH3:14])[C:4]1[CH:9]=[CH:8][C:7](Br)=[CH:6][C:5]=1[O:11][CH3:12].C([Li])CCC.[CH2:20]([N:27]1[CH2:32][CH2:31][C:30](=[O:33])[CH2:29][CH2:28]1)[C:21]1[CH:26]=[CH:25][CH:24]=[CH:23][CH:22]=1.O, predict the reaction product. The product is: [CH3:1][O:2][CH:3]([O:13][CH3:14])[C:4]1[CH:9]=[CH:8][C:7]([C:30]2([OH:33])[CH2:31][CH2:32][N:27]([CH2:20][C:21]3[CH:26]=[CH:25][CH:24]=[CH:23][CH:22]=3)[CH2:28][CH2:29]2)=[CH:6][C:5]=1[O:11][CH3:12]. (6) Given the reactants [N:1]12[CH2:7][CH:4]([CH2:5][CH2:6]1)[CH2:3][CH:2]2[C:8]([O:10]C)=[O:9], predict the reaction product. The product is: [N:1]12[CH2:7][CH:4]([CH2:5][CH2:6]1)[CH2:3][CH:2]2[C:8]([OH:10])=[O:9]. (7) Given the reactants [N+]([O-])([O-])=O.[K+].C(OC(=O)C)(=O)C.[N+]([O-])([O-])=O.[K+].C(O)(C(F)(F)F)=O.Br[C:26]1[C:27]2[CH:37]=[CH:36][C:35]([C:38]#[N:39])=[CH:34][C:28]=2[S:29][C:30]=1[N+:31]([O-:33])=[O:32].[Cl:40][C:41]1[CH:42]=[C:43]([CH:45]=[CH:46][C:47]=1[F:48])[NH2:44], predict the reaction product. The product is: [Cl:40][C:41]1[CH:42]=[C:43]([NH:44][C:26]2[C:27]3[CH:37]=[CH:36][C:35]([C:38]#[N:39])=[CH:34][C:28]=3[S:29][C:30]=2[N+:31]([O-:33])=[O:32])[CH:45]=[CH:46][C:47]=1[F:48].